This data is from Catalyst prediction with 721,799 reactions and 888 catalyst types from USPTO. The task is: Predict which catalyst facilitates the given reaction. (1) Reactant: [CH3:1][C:2]1([CH3:16])[CH2:11][CH2:10][C:9]2[C:4](=[C:5]([CH3:15])[C:6]([CH3:14])=[C:7]([OH:13])[C:8]=2[CH3:12])[O:3]1.C(N(CC)CC)C.[C:24](Cl)(=[O:26])[CH3:25]. Product: [C:24]([O:13][C:7]1[C:8]([CH3:12])=[C:9]2[C:4](=[C:5]([CH3:15])[C:6]=1[CH3:14])[O:3][C:2]([CH3:16])([CH3:1])[CH2:11][CH2:10]2)(=[O:26])[CH3:25]. The catalyst class is: 4. (2) The catalyst class is: 53. Reactant: [Br:1][C:2]1[C:3]([CH3:16])=[CH:4][C:5]([O:13][CH2:14][CH3:15])=[C:6]([CH:12]=1)[C:7]([O:9][CH2:10][CH3:11])=[O:8].N(C(C)(C)C#N)=NC(C)(C)C#N.[Br:29]N1C(=O)CCC1=O. Product: [Br:1][C:2]1[C:3]([CH2:16][Br:29])=[CH:4][C:5]([O:13][CH2:14][CH3:15])=[C:6]([CH:12]=1)[C:7]([O:9][CH2:10][CH3:11])=[O:8]. (3) Reactant: [Br:1][C:2]1[CH:7]=[CH:6][C:5]([C:8]2[CH:13]=[CH:12][N:11]=[C:10]([S:14][CH3:15])[N:9]=2)=[CH:4][CH:3]=1.C1C=C(Cl)C=C(C(OO)=[O:24])C=1. Product: [Br:1][C:2]1[CH:3]=[CH:4][C:5]([C:8]2[CH:13]=[CH:12][N:11]=[C:10]([S:14]([CH3:15])=[O:24])[N:9]=2)=[CH:6][CH:7]=1. The catalyst class is: 2. (4) Reactant: [C:1]([CH2:3][C:4]([NH:6][NH2:7])=[O:5])#[N:2].O/[C:9](/[CH3:19])=[CH:10]\[C:11](=O)[CH2:12][CH:13]([O:16][CH3:17])[O:14][CH3:15].C(NCC)C. Product: [NH2:7][N:6]1[C:11]([CH2:12][CH:13]([O:16][CH3:17])[O:14][CH3:15])=[CH:10][C:9]([CH3:19])=[C:3]([C:1]#[N:2])[C:4]1=[O:5]. The catalyst class is: 14. (5) Reactant: [CH3:1][C:2]1([C:12]([O:14][CH2:15][CH3:16])=[O:13])[CH2:11][CH2:10][C:5]2(OCC[O:6]2)[CH2:4][CH2:3]1.CCO.O.Cl. Product: [CH3:1][C:2]1([C:12]([O:14][CH2:15][CH3:16])=[O:13])[CH2:3][CH2:4][C:5](=[O:6])[CH2:10][CH2:11]1. The catalyst class is: 12. (6) Reactant: [Cl:1][C:2]1[C:3]([O:12][C:13]2[CH:18]=[CH:17][C:16]([O:19][C:20]([F:23])([F:22])[F:21])=[C:15]([Cl:24])[CH:14]=2)=[CH:4][C:5]([F:11])=[C:6]([CH:10]=1)[C:7](O)=[O:8].C(N1C=CN=C1)(N1C=CN=C1)=O.[S:37]([NH2:41])([NH2:40])(=[O:39])=[O:38].N12CCCN=C1CCCCC2. Product: [Cl:1][C:2]1[C:3]([O:12][C:13]2[CH:18]=[CH:17][C:16]([O:19][C:20]([F:23])([F:22])[F:21])=[C:15]([Cl:24])[CH:14]=2)=[CH:4][C:5]([F:11])=[C:6]([CH:10]=1)[C:7]([NH:40][S:37](=[O:39])(=[O:38])[NH2:41])=[O:8]. The catalyst class is: 54.